This data is from Reaction yield outcomes from USPTO patents with 853,638 reactions. The task is: Predict the reaction yield, written as a fraction of the theoretical maximum amount of product (1.0 means a 100% yield; for example, 0.34 means a 34% yield). (1) The reactants are [Cl:1][C:2]1[CH:3]=[C:4]([NH:9][C:10]2[C:19]3[C:14](=[CH:15][C:16]([O:22][CH2:23][C:24](=[S:26])[NH2:25])=[C:17]([O:20][CH3:21])[CH:18]=3)[N:13]=[CH:12][N:11]=2)[CH:5]=[CH:6][C:7]=1[Cl:8].Br[CH:28]1[C:33](=O)[CH2:32][CH2:31][N:30](C(OC(C)(C)C)=O)[CH2:29]1. The catalyst is CN(C=O)C. The product is [Cl:1][C:2]1[CH:3]=[C:4]([NH:9][C:10]2[C:19]3[C:14](=[CH:15][C:16]([O:22][CH2:23][C:24]4[S:26][C:28]5[CH2:29][NH:30][CH2:31][CH2:32][C:33]=5[N:25]=4)=[C:17]([O:20][CH3:21])[CH:18]=3)[N:13]=[CH:12][N:11]=2)[CH:5]=[CH:6][C:7]=1[Cl:8]. The yield is 0.690. (2) The reactants are [C:1]([C:5]1[CH:10]=[CH:9][CH:8]=[CH:7][C:6]=1[N:11]1[CH2:16][CH2:15][N:14]([C:17]([C:19]2[CH:36]=[CH:35][C:22]3[NH:23][C:24]([S:26][CH2:27][C:28]([O:30]C(C)(C)C)=[O:29])=[N:25][C:21]=3[CH:20]=2)=[O:18])[CH2:13][CH2:12]1)([CH3:4])([CH3:3])[CH3:2].FC(F)(F)C(O)=O. The catalyst is O. The product is [C:1]([C:5]1[CH:10]=[CH:9][CH:8]=[CH:7][C:6]=1[N:11]1[CH2:16][CH2:15][N:14]([C:17]([C:19]2[CH:36]=[CH:35][C:22]3[NH:23][C:24]([S:26][CH2:27][C:28]([OH:30])=[O:29])=[N:25][C:21]=3[CH:20]=2)=[O:18])[CH2:13][CH2:12]1)([CH3:4])([CH3:2])[CH3:3]. The yield is 0.700. (3) The reactants are C([O:4][CH2:5][C:6]([N:8]([C:30]1[CH:35]=[CH:34][C:33]([Cl:36])=[CH:32][CH:31]=1)[C@H:9]1[C:18]2[C:13](=[CH:14][CH:15]=[CH:16][CH:17]=2)[N:12]([C:19](=[O:28])[C:20]2[CH:25]=[CH:24][C:23]([O:26][CH3:27])=[CH:22][CH:21]=2)[C@@H:11]([CH3:29])[CH2:10]1)=[O:7])(=O)C.C(=O)([O-])[O-].[K+].[K+]. The catalyst is CO.O. The product is [Cl:36][C:33]1[CH:34]=[CH:35][C:30]([N:8]([C@H:9]2[C:18]3[C:13](=[CH:14][CH:15]=[CH:16][CH:17]=3)[N:12]([C:19](=[O:28])[C:20]3[CH:21]=[CH:22][C:23]([O:26][CH3:27])=[CH:24][CH:25]=3)[C@@H:11]([CH3:29])[CH2:10]2)[C:6](=[O:7])[CH2:5][OH:4])=[CH:31][CH:32]=1. The yield is 0.840. (4) The reactants are [CH3:1][N:2]([CH3:20])[C:3]1[C:8]([CH3:9])=[CH:7][N:6]=[C:5]([NH:10][C@@H:11]2[CH2:16][CH2:15][C@H:14]([C:17]([OH:19])=O)[CH2:13][CH2:12]2)[N:4]=1.[Br:21][C:22]1[CH:27]=[CH:26][C:25]([CH:28]([NH2:30])[CH3:29])=[CH:24][CH:23]=1.CN(C(ON1N=NC2C=CC=NC1=2)=[N+](C)C)C.F[P-](F)(F)(F)(F)F.CCN(CC)CC. The catalyst is C(Cl)Cl. The product is [Br:21][C:22]1[CH:27]=[CH:26][C:25]([CH:28]([NH:30][C:17]([C@H:14]2[CH2:13][CH2:12][C@@H:11]([NH:10][C:5]3[N:4]=[C:3]([N:2]([CH3:1])[CH3:20])[C:8]([CH3:9])=[CH:7][N:6]=3)[CH2:16][CH2:15]2)=[O:19])[CH3:29])=[CH:24][CH:23]=1. The yield is 0.410. (5) The reactants are Br[C:2]1[CH:7]=[CH:6][C:5]([N:8]([C:13]2[C:32]([CH:33]3[CH2:35][CH2:34]3)=[CH:31][C:16]3[C:17]([C:27]([NH:29][CH3:30])=[O:28])=[C:18]([C:20]4[CH:25]=[CH:24][C:23]([F:26])=[CH:22][CH:21]=4)[O:19][C:15]=3[CH:14]=2)[S:9]([CH3:12])(=[O:11])=[O:10])=[CH:4][C:3]=1[CH2:36][CH2:37][OH:38].C([O-])([O-])=O.[K+].[K+].CC1(C)C(C)(C)O[B:48](B2OC(C)(C)C(C)(C)O2)[O:47]1. The catalyst is O1CCOCC1.O.C1C=CC(P(C2C=CC=CC=2)[C-]2C=CC=C2)=CC=1.C1C=CC(P(C2C=CC=CC=2)[C-]2C=CC=C2)=CC=1.Cl[Pd]Cl.[Fe+2]. The product is [CH:33]1([C:32]2[C:13]([N:8]([C:5]3[CH:6]=[CH:7][C:2]4[B:48]([OH:47])[O:38][CH2:37][CH2:36][C:3]=4[CH:4]=3)[S:9]([CH3:12])(=[O:11])=[O:10])=[CH:14][C:15]3[O:19][C:18]([C:20]4[CH:25]=[CH:24][C:23]([F:26])=[CH:22][CH:21]=4)=[C:17]([C:27]([NH:29][CH3:30])=[O:28])[C:16]=3[CH:31]=2)[CH2:34][CH2:35]1. The yield is 0.650. (6) The reactants are [C:1]([O:5][C:6]([NH:8][C:9]([CH3:14])([CH2:12][OH:13])[CH2:10][OH:11])=[O:7])([CH3:4])([CH3:3])[CH3:2].[C:15](OC=C)(=[O:21])[CH2:16][CH2:17][CH2:18][CH2:19][CH3:20]. The catalyst is C(OC(C)C)(C)C. The product is [C:1]([O:5][C:6]([NH:8][C@@:9]([CH3:14])([CH2:10][O:11][C:15](=[O:21])[CH2:16][CH2:17][CH2:18][CH2:19][CH3:20])[CH2:12][OH:13])=[O:7])([CH3:4])([CH3:3])[CH3:2]. The yield is 0.850. (7) The reactants are Cl.[CH3:2][O:3][C:4]1[C:9]([C:10](Cl)=[O:11])=[C:8]([CH3:13])[N:7]=[C:6]([O:14][CH3:15])[CH:5]=1.[CH3:16][NH2:17]. The catalyst is ClCCl.C1COCC1.O. The product is [CH3:2][O:3][C:4]1[C:9]([C:10]([NH:17][CH3:16])=[O:11])=[C:8]([CH3:13])[N:7]=[C:6]([O:14][CH3:15])[CH:5]=1. The yield is 0.660.